Task: Predict the reaction yield, written as a fraction of the theoretical maximum amount of product (1.0 means a 100% yield; for example, 0.34 means a 34% yield).. Dataset: Reaction yield outcomes from USPTO patents with 853,638 reactions The reactants are [F:1][C:2]([F:18])([F:17])[C:3]1[CH:8]=[CH:7][CH:6]=[CH:5][C:4]=1[N:9]1[CH:13]=[C:12]([C:14]([NH2:16])=O)[N:11]=[CH:10]1.COC1C=CC(P2(SP(C3C=CC(OC)=CC=3)(=S)S2)=[S:28])=CC=1. The catalyst is C1C=CC=CC=1. The product is [F:1][C:2]([F:18])([F:17])[C:3]1[CH:8]=[CH:7][CH:6]=[CH:5][C:4]=1[N:9]1[CH:13]=[C:12]([C:14](=[S:28])[NH2:16])[N:11]=[CH:10]1. The yield is 1.00.